Task: Predict the reactants needed to synthesize the given product.. Dataset: Full USPTO retrosynthesis dataset with 1.9M reactions from patents (1976-2016) (1) Given the product [CH2:10]([C:9]1[CH:8]=[C:2]([C:3]([O:5][CH2:6][CH3:7])=[O:4])[N:14]([CH3:13])[N:15]=1)[CH3:11], predict the reactants needed to synthesize it. The reactants are: O=[C:2]([CH2:8][C:9](=O)[CH2:10][CH3:11])[C:3]([O:5][CH2:6][CH3:7])=[O:4].[CH3:13][NH:14][NH2:15]. (2) Given the product [F:39][C:27]([F:26])([F:38])[C:28]1[C:32]([C:33]([O:35][CH2:36][CH3:37])=[O:34])=[CH:31][N:30]([CH:20]2[CH2:21][CH2:22][CH:17]([C:16]([F:25])([F:24])[F:15])[CH2:18][CH2:19]2)[N:29]=1, predict the reactants needed to synthesize it. The reactants are: CC(OC(/N=N/C(OC(C)C)=O)=O)C.[F:15][C:16]([F:25])([F:24])[CH:17]1[CH2:22][CH2:21][CH:20](O)[CH2:19][CH2:18]1.[F:26][C:27]([F:39])([F:38])[C:28]1[C:32]([C:33]([O:35][CH2:36][CH3:37])=[O:34])=[CH:31][NH:30][N:29]=1.C1C=CC(P(C2C=CC=CC=2)C2C=CC=CC=2)=CC=1. (3) Given the product [CH3:27][S:28][C:29]1[N:30]=[N:31][C:32]([CH:35]([NH:37][C:38](=[O:45])[C:39]2[CH:44]=[CH:43][CH:42]=[CH:41][CH:40]=2)[CH3:36])=[CH:33][N:34]=1, predict the reactants needed to synthesize it. The reactants are: COC1C=CC(NC2N=NC(C(NC(C3OC=CC=3)=O)C)=CN=2)=CC=1.Cl.[CH3:27][S:28][C:29]1[N:30]=[N:31][C:32]([CH:35]([NH2:37])[CH3:36])=[CH:33][N:34]=1.[C:38](Cl)(=[O:45])[C:39]1[CH:44]=[CH:43][CH:42]=[CH:41][CH:40]=1. (4) Given the product [CH:16]1([N:19]([CH:20]2[CH2:25][CH2:24][N:23]([C:26]3[O:30][N:29]=[C:28]([CH:31]([CH3:33])[CH3:32])[N:27]=3)[CH2:22][CH2:21]2)[C:11](=[O:12])[C:10]2[CH:14]=[CH:15][C:7]([C:6]3[O:5][CH:4]=[N:3][C:2]=3[CH3:1])=[CH:8][CH:9]=2)[CH2:17][CH2:18]1, predict the reactants needed to synthesize it. The reactants are: [CH3:1][C:2]1[N:3]=[CH:4][O:5][C:6]=1[C:7]1[CH:15]=[CH:14][C:10]([C:11](Cl)=[O:12])=[CH:9][CH:8]=1.[CH:16]1([NH:19][CH:20]2[CH2:25][CH2:24][N:23]([C:26]3[O:30][N:29]=[C:28]([CH:31]([CH3:33])[CH3:32])[N:27]=3)[CH2:22][CH2:21]2)[CH2:18][CH2:17]1.C(N(C(C)C)C(C)C)C. (5) Given the product [CH:13]1([C:9]2[C:8]([CH3:16])=[N:7][C:6]3[N:5]([N:4]=[CH:3][C:2]=3[C:25]3[CH:26]=[N:27][N:28]([CH2:30][O:31][CH2:32][CH2:33][Si:34]([CH3:37])([CH3:36])[CH3:35])[CH:29]=3)[C:10]=2[O:11][CH3:12])[CH2:15][CH2:14]1, predict the reactants needed to synthesize it. The reactants are: Br[C:2]1[CH:3]=[N:4][N:5]2[C:10]([O:11][CH3:12])=[C:9]([CH:13]3[CH2:15][CH2:14]3)[C:8]([CH3:16])=[N:7][C:6]=12.CC1(C)C(C)(C)OB([C:25]2[CH:26]=[N:27][N:28]([CH2:30][O:31][CH2:32][CH2:33][Si:34]([CH3:37])([CH3:36])[CH3:35])[CH:29]=2)O1.C([O-])([O-])=O.[Na+].[Na+].